From a dataset of Reaction yield outcomes from USPTO patents with 853,638 reactions. Predict the reaction yield, written as a fraction of the theoretical maximum amount of product (1.0 means a 100% yield; for example, 0.34 means a 34% yield). (1) The reactants are C([N:8]1[CH2:13][CH2:12][N:11]([CH3:14])[CH:10]([CH2:15][F:16])[CH2:9]1)C1C=CC=CC=1. The catalyst is [Pd].CO. The product is [F:16][CH2:15][CH:10]1[CH2:9][NH:8][CH2:13][CH2:12][N:11]1[CH3:14]. The yield is 0.900. (2) The reactants are [ClH:1].O1CCOCC1.[OH:8][C@H:9]1[C:13]2[N:14]=[CH:15][N:16]=[C:17]([N:18]3[CH2:23][CH2:22][N:21](C(OC(C)(C)C)=O)[CH2:20][CH2:19]3)[C:12]=2[C@H:11]([CH3:31])[CH2:10]1. The catalyst is O1CCOCC1. The product is [ClH:1].[ClH:1].[CH3:31][C@H:11]1[C:12]2[C:17]([N:18]3[CH2:19][CH2:20][NH:21][CH2:22][CH2:23]3)=[N:16][CH:15]=[N:14][C:13]=2[C@H:9]([OH:8])[CH2:10]1. The yield is 0.798. (3) The reactants are [CH2:1]=O.[NH:3]1[CH2:8][CH2:7][O:6][CH2:5][CH2:4]1.[C:9]1([C:15]2[CH:16]=[CH:17][C:18]3[N:19]([CH:21]=[C:22]([C:24]4[CH:29]=[CH:28][C:27]([C:30]([F:33])([F:32])[F:31])=[CH:26][CH:25]=4)[N:23]=3)[CH:20]=2)[CH:14]=[CH:13][CH:12]=[CH:11][CH:10]=1. The catalyst is C(Cl)Cl.CO.CCOC(C)=O.C(O)(=O)C. The product is [C:9]1([C:15]2[CH:16]=[CH:17][C:18]3[N:19]([C:21]([CH2:1][N:3]4[CH2:8][CH2:7][O:6][CH2:5][CH2:4]4)=[C:22]([C:24]4[CH:29]=[CH:28][C:27]([C:30]([F:33])([F:32])[F:31])=[CH:26][CH:25]=4)[N:23]=3)[CH:20]=2)[CH:14]=[CH:13][CH:12]=[CH:11][CH:10]=1. The yield is 0.410. (4) The reactants are CC(OI1(OC(C)=O)(OC(C)=O)OC(=O)C2C1=CC=CC=2)=O.[C:23]12([CH2:33][CH2:34][N:35]([CH2:49][CH2:50][CH2:51][CH2:52][CH3:53])[C:36]([NH:38][CH2:39][CH2:40][CH:41]([OH:48])[C:42]3[CH:47]=[CH:46][N:45]=[CH:44][CH:43]=3)=[O:37])[CH2:32][CH:27]3[CH2:28][CH:29]([CH2:31][CH:25]([CH2:26]3)[CH2:24]1)[CH2:30]2.S([O-])([O-])=O.[Na+].[Na+].C(=O)([O-])O.[Na+]. The catalyst is ClCCl.O.C(OCC)(=O)C. The product is [C:23]12([CH2:33][CH2:34][N:35]([CH2:49][CH2:50][CH2:51][CH2:52][CH3:53])[C:36]([NH:38][CH2:39][CH2:40][C:41](=[O:48])[C:42]3[CH:47]=[CH:46][N:45]=[CH:44][CH:43]=3)=[O:37])[CH2:30][CH:29]3[CH2:28][CH:27]([CH2:26][CH:25]([CH2:31]3)[CH2:24]1)[CH2:32]2. The yield is 0.878. (5) The reactants are [N:1]1([C:7]2[N:12]=[C:11]([N:13]3[CH:18]4[CH2:19][CH2:20][CH:14]3[CH2:15][O:16][CH2:17]4)[N:10]=[C:9]([C:21]3[CH:27]=[CH:26][C:24]([NH2:25])=[CH:23][CH:22]=3)[N:8]=2)[CH2:6][CH2:5][O:4][CH2:3][CH2:2]1.Cl[C:29](Cl)([O:31]C(=O)OC(Cl)(Cl)Cl)Cl.[NH2:40][C:41]1[CH:49]=[CH:48][C:44]([C:45]([NH2:47])=[O:46])=[CH:43][CH:42]=1. No catalyst specified. The product is [N:1]1([C:7]2[N:12]=[C:11]([N:13]3[CH:14]4[CH2:20][CH2:19][CH:18]3[CH2:17][O:16][CH2:15]4)[N:10]=[C:9]([C:21]3[CH:27]=[CH:26][C:24]([NH:25][C:29]([NH:40][C:41]4[CH:49]=[CH:48][C:44]([C:45]([NH2:47])=[O:46])=[CH:43][CH:42]=4)=[O:31])=[CH:23][CH:22]=3)[N:8]=2)[CH2:2][CH2:3][O:4][CH2:5][CH2:6]1. The yield is 0.330. (6) The reactants are [NH2:1][C:2]1[CH:3]=[N:4][CH:5]=[CH:6][CH:7]=1.[C:8](Cl)(=[O:14])[O:9][CH2:10][CH:11]([CH3:13])[CH3:12].[OH-].[Na+]. The catalyst is O. The product is [N:4]1[CH:5]=[CH:6][CH:7]=[C:2]([NH:1][C:8](=[O:14])[O:9][CH2:10][CH:11]([CH3:13])[CH3:12])[CH:3]=1. The yield is 0.922. (7) The reactants are [N:1]1[CH:6]=[CH:5][CH:4]=[CH:3][C:2]=1[CH2:7][CH2:8][C:9](=O)[CH2:10][CH2:11][CH:12]=[CH2:13].[C:15]([O-:18])(=O)[CH3:16].[NH4+:19].[C:20]([N+:24]#[C-:25])([CH3:23])([CH3:22])[CH3:21].C[OH:27]. The catalyst is FC(F)(F)CO.ClCCl. The product is [C:15]([NH:19][C:9]([CH2:8][CH2:7][C:2]1[CH:3]=[CH:4][CH:5]=[CH:6][N:1]=1)([CH2:10][CH2:11][CH:12]=[CH2:13])[C:25]([NH:24][C:20]([CH3:23])([CH3:22])[CH3:21])=[O:27])(=[O:18])[CH3:16]. The yield is 0.950.